From a dataset of NCI-60 drug combinations with 297,098 pairs across 59 cell lines. Regression. Given two drug SMILES strings and cell line genomic features, predict the synergy score measuring deviation from expected non-interaction effect. (1) Drug 2: C1C(C(OC1N2C=NC3=C2NC=NCC3O)CO)O. Cell line: SF-268. Drug 1: CC1=C(C=C(C=C1)NC(=O)C2=CC=C(C=C2)CN3CCN(CC3)C)NC4=NC=CC(=N4)C5=CN=CC=C5. Synergy scores: CSS=2.90, Synergy_ZIP=-1.90, Synergy_Bliss=-2.35, Synergy_Loewe=-1.55, Synergy_HSA=-1.65. (2) Synergy scores: CSS=22.5, Synergy_ZIP=-7.14, Synergy_Bliss=-0.930, Synergy_Loewe=-0.355, Synergy_HSA=2.55. Cell line: T-47D. Drug 2: N.N.Cl[Pt+2]Cl. Drug 1: C(CC(=O)O)C(=O)CN.Cl.